This data is from TCR-epitope binding with 47,182 pairs between 192 epitopes and 23,139 TCRs. The task is: Binary Classification. Given a T-cell receptor sequence (or CDR3 region) and an epitope sequence, predict whether binding occurs between them. (1) The epitope is AVFDRKSDAK. The TCR CDR3 sequence is CASRIQGATADTQYF. Result: 1 (the TCR binds to the epitope). (2) The epitope is ILKEPVHGV. The TCR CDR3 sequence is CSVVGATGVSYNEQFF. Result: 0 (the TCR does not bind to the epitope). (3) The epitope is RTLNAWVKV. The TCR CDR3 sequence is CASSSLGAGYTF. Result: 0 (the TCR does not bind to the epitope). (4) The TCR CDR3 sequence is CASSISRVNTGELFF. Result: 0 (the TCR does not bind to the epitope). The epitope is SLYNTVATL. (5) The epitope is GLCTLVAML. The TCR CDR3 sequence is CSARIGVGNGYTF. Result: 1 (the TCR binds to the epitope). (6) The epitope is PKYVKQNTLKLAT. The TCR CDR3 sequence is CASSREGTVNHGGYTF. Result: 1 (the TCR binds to the epitope). (7) The epitope is TPGPGVRYPL. The TCR CDR3 sequence is CASSLGDGTSYGYTF. Result: 0 (the TCR does not bind to the epitope). (8) The epitope is TAFTIPSI. The TCR CDR3 sequence is CASTERTPYEQYF. Result: 0 (the TCR does not bind to the epitope).